Task: Predict the reaction yield, written as a fraction of the theoretical maximum amount of product (1.0 means a 100% yield; for example, 0.34 means a 34% yield).. Dataset: Reaction yield outcomes from USPTO patents with 853,638 reactions (1) The reactants are C(Cl)(=O)C.[C:5]([CH:7]([CH:12]([C:18]1[CH:23]=[CH:22][C:21]([F:24])=[C:20]([C:25]([F:28])([F:27])[F:26])[CH:19]=1)[CH2:13][C:14](OC)=[O:15])[C:8]([O:10]C)=[O:9])#[N:6].[H][H].C(=O)([O-])[O-].[K+].[K+].Cl. The catalyst is [Pt](=O)=O.CO. The product is [F:24][C:21]1[CH:22]=[CH:23][C:18]([C@@H:12]2[CH2:13][C:14](=[O:15])[NH:6][CH2:5][C@H:7]2[C:8]([OH:10])=[O:9])=[CH:19][C:20]=1[C:25]([F:28])([F:27])[F:26]. The yield is 0.470. (2) The catalyst is C(OC(C)C)(=O)C.CCOC(C)=O. The yield is 0.450. The reactants are [CH3:1][C:2]([O:5][C:6]([NH:8][C:9]1([C:22](O)=[O:23])[CH2:14][CH2:13][N:12]([C:15]([O:17][C:18]([CH3:21])([CH3:20])[CH3:19])=[O:16])[CH2:11][CH2:10]1)=[O:7])([CH3:4])[CH3:3].CN(C(ON1N=NC2C=CC=NC1=2)=[N+](C)C)C.F[P-](F)(F)(F)(F)F.C(N(CC)C(C)C)(C)C.[CH3:58][N:59]([CH3:70])[C:60](=[O:69])[O:61][C:62]1[CH:67]=[CH:66][CH:65]=[C:64]([NH2:68])[CH:63]=1. The product is [C:2]([O:5][C:6]([NH:8][C:9]1([C:22](=[O:23])[NH:68][C:64]2[CH:65]=[CH:66][CH:67]=[C:62]([O:61][C:60](=[O:69])[N:59]([CH3:70])[CH3:58])[CH:63]=2)[CH2:10][CH2:11][N:12]([C:15]([O:17][C:18]([CH3:21])([CH3:20])[CH3:19])=[O:16])[CH2:13][CH2:14]1)=[O:7])([CH3:4])([CH3:3])[CH3:1]. (3) The reactants are [Cl:1][C:2]1[N:7]=[C:6]([C:8]2[S:12][CH:11]=[N:10][C:9]=2[C:13]2[CH:14]=[C:15]([NH2:19])[CH:16]=[CH:17][CH:18]=2)[CH:5]=[CH:4][N:3]=1.[F:20][C:21]1[CH:29]=[CH:28][C:27]([F:30])=[CH:26][C:22]=1[C:23](Cl)=[O:24]. The catalyst is C1COCC1. The product is [Cl:1][C:2]1[N:7]=[C:6]([C:8]2[S:12][CH:11]=[N:10][C:9]=2[C:13]2[CH:14]=[C:15]([NH:19][C:23](=[O:24])[C:22]3[CH:26]=[C:27]([F:30])[CH:28]=[CH:29][C:21]=3[F:20])[CH:16]=[CH:17][CH:18]=2)[CH:5]=[CH:4][N:3]=1. The yield is 0.850. (4) The reactants are [NH2:1][C:2]1[C:10]([Cl:11])=[CH:9][C:5]([C:6]([OH:8])=[O:7])=[C:4]([O:12][CH3:13])[CH:3]=1.[CH2:14](O)[CH3:15].[OH-].[Na+]. The catalyst is Cl. The product is [NH2:1][C:2]1[C:10]([Cl:11])=[CH:9][C:5]([C:6]([O:8][CH2:14][CH3:15])=[O:7])=[C:4]([O:12][CH3:13])[CH:3]=1. The yield is 0.780. (5) The reactants are [Cl:1]C1C=CC=C2C=1C=C(S(O)(=O)=O)C=C2.N[C:17]1[CH:18]=[C:19]2[C:24](=[CH:25][CH:26]=1)[CH:23]=[C:22]([S:27]([OH:30])(=[O:29])=[O:28])[CH:21]=[CH:20]2. No catalyst specified. The product is [Cl:1][C:17]1[CH:18]=[C:19]2[C:24](=[CH:25][CH:26]=1)[CH:23]=[C:22]([S:27]([OH:30])(=[O:29])=[O:28])[CH:21]=[CH:20]2. The yield is 0.330. (6) The reactants are [NH2:1][C:2]1[CH:7]=[CH:6][C:5]([N:8]2[C:12]([CH3:14])([CH3:13])[C:11](=[O:15])[N:10]([C:16]3[CH:23]=[CH:22][C:19]([C:20]#[N:21])=[C:18]([C:24]([F:27])([F:26])[F:25])[CH:17]=3)[C:9]2=[S:28])=[CH:4][CH:3]=1.[CH3:29][S:30](Cl)(=[O:32])=[O:31].N1C=CC=CC=1. The catalyst is ClCCl. The product is [C:20]([C:19]1[CH:22]=[CH:23][C:16]([N:10]2[C:11](=[O:15])[C:12]([CH3:14])([CH3:13])[N:8]([C:5]3[CH:4]=[CH:3][C:2]([NH:1][S:30]([CH3:29])(=[O:32])=[O:31])=[CH:7][CH:6]=3)[C:9]2=[S:28])=[CH:17][C:18]=1[C:24]([F:26])([F:27])[F:25])#[N:21]. The yield is 0.360.